This data is from NCI-60 drug combinations with 297,098 pairs across 59 cell lines. The task is: Regression. Given two drug SMILES strings and cell line genomic features, predict the synergy score measuring deviation from expected non-interaction effect. (1) Cell line: SK-OV-3. Drug 2: C1C(C(OC1N2C=NC3=C2NC=NCC3O)CO)O. Drug 1: CS(=O)(=O)CCNCC1=CC=C(O1)C2=CC3=C(C=C2)N=CN=C3NC4=CC(=C(C=C4)OCC5=CC(=CC=C5)F)Cl. Synergy scores: CSS=16.5, Synergy_ZIP=0.986, Synergy_Bliss=4.78, Synergy_Loewe=-5.48, Synergy_HSA=2.46. (2) Drug 1: C1=CC(=CC=C1C#N)C(C2=CC=C(C=C2)C#N)N3C=NC=N3. Drug 2: CC1C(C(=O)NC(C(=O)N2CCCC2C(=O)N(CC(=O)N(C(C(=O)O1)C(C)C)C)C)C(C)C)NC(=O)C3=C4C(=C(C=C3)C)OC5=C(C(=O)C(=C(C5=N4)C(=O)NC6C(OC(=O)C(N(C(=O)CN(C(=O)C7CCCN7C(=O)C(NC6=O)C(C)C)C)C)C(C)C)C)N)C. Cell line: EKVX. Synergy scores: CSS=-1.25, Synergy_ZIP=1.97, Synergy_Bliss=2.30, Synergy_Loewe=0.913, Synergy_HSA=0.777. (3) Drug 1: CN1C2=C(C=C(C=C2)N(CCCl)CCCl)N=C1CCCC(=O)O.Cl. Drug 2: C1CNP(=O)(OC1)N(CCCl)CCCl. Cell line: RXF 393. Synergy scores: CSS=-0.777, Synergy_ZIP=0.853, Synergy_Bliss=0.767, Synergy_Loewe=-0.967, Synergy_HSA=-1.17. (4) Drug 1: CC12CCC3C(C1CCC2=O)CC(=C)C4=CC(=O)C=CC34C. Drug 2: CC(CN1CC(=O)NC(=O)C1)N2CC(=O)NC(=O)C2. Cell line: UACC62. Synergy scores: CSS=28.6, Synergy_ZIP=-1.97, Synergy_Bliss=-1.75, Synergy_Loewe=-1.45, Synergy_HSA=-0.0728. (5) Drug 1: CC1=C(C(CCC1)(C)C)C=CC(=CC=CC(=CC(=O)O)C)C. Drug 2: C1CNP(=O)(OC1)N(CCCl)CCCl. Cell line: TK-10. Synergy scores: CSS=2.00, Synergy_ZIP=-1.85, Synergy_Bliss=-0.690, Synergy_Loewe=-1.03, Synergy_HSA=-0.207. (6) Drug 1: CC1C(C(CC(O1)OC2CC(CC3=C2C(=C4C(=C3O)C(=O)C5=C(C4=O)C(=CC=C5)OC)O)(C(=O)CO)O)N)O.Cl. Drug 2: COC1=CC(=CC(=C1O)OC)C2C3C(COC3=O)C(C4=CC5=C(C=C24)OCO5)OC6C(C(C7C(O6)COC(O7)C8=CC=CS8)O)O. Cell line: HL-60(TB). Synergy scores: CSS=75.3, Synergy_ZIP=5.53, Synergy_Bliss=5.27, Synergy_Loewe=-6.49, Synergy_HSA=5.07. (7) Drug 1: CC(CN1CC(=O)NC(=O)C1)N2CC(=O)NC(=O)C2. Drug 2: C1C(C(OC1N2C=NC3=C(N=C(N=C32)Cl)N)CO)O. Cell line: OVCAR-8. Synergy scores: CSS=46.4, Synergy_ZIP=-7.45, Synergy_Bliss=-2.86, Synergy_Loewe=-0.709, Synergy_HSA=1.76. (8) Drug 1: CN1C2=C(C=C(C=C2)N(CCCl)CCCl)N=C1CCCC(=O)O.Cl. Drug 2: CC12CCC3C(C1CCC2O)C(CC4=C3C=CC(=C4)O)CCCCCCCCCS(=O)CCCC(C(F)(F)F)(F)F. Cell line: SF-539. Synergy scores: CSS=6.11, Synergy_ZIP=-0.641, Synergy_Bliss=-1.34, Synergy_Loewe=-0.266, Synergy_HSA=-1.14. (9) Cell line: CCRF-CEM. Drug 1: CC1=C(C=C(C=C1)NC2=NC=CC(=N2)N(C)C3=CC4=NN(C(=C4C=C3)C)C)S(=O)(=O)N.Cl. Synergy scores: CSS=2.99, Synergy_ZIP=-1.53, Synergy_Bliss=-0.0170, Synergy_Loewe=-0.548, Synergy_HSA=0.161. Drug 2: N.N.Cl[Pt+2]Cl. (10) Drug 1: CC1C(C(CC(O1)OC2CC(OC(C2O)C)OC3=CC4=CC5=C(C(=O)C(C(C5)C(C(=O)C(C(C)O)O)OC)OC6CC(C(C(O6)C)O)OC7CC(C(C(O7)C)O)OC8CC(C(C(O8)C)O)(C)O)C(=C4C(=C3C)O)O)O)O. Drug 2: CC1CCC2CC(C(=CC=CC=CC(CC(C(=O)C(C(C(=CC(C(=O)CC(OC(=O)C3CCCCN3C(=O)C(=O)C1(O2)O)C(C)CC4CCC(C(C4)OC)O)C)C)O)OC)C)C)C)OC. Cell line: MOLT-4. Synergy scores: CSS=68.1, Synergy_ZIP=-1.08, Synergy_Bliss=2.40, Synergy_Loewe=-5.09, Synergy_HSA=0.706.